This data is from Catalyst prediction with 721,799 reactions and 888 catalyst types from USPTO. The task is: Predict which catalyst facilitates the given reaction. (1) Reactant: [C:1]([CH2:3][C:4]1([N:18]2[CH:22]=[C:21]([C:23]3[C:24]4[CH:31]=[CH:30][N:29](COCC[Si](C)(C)C)[C:25]=4[N:26]=[CH:27][N:28]=3)[CH:20]=[N:19]2)[CH2:7][N:6]([C:8]2[CH:16]=[CH:15][C:11]([C:12](O)=[O:13])=[C:10]([F:17])[CH:9]=2)[CH2:5]1)#[N:2].C(N(CC)C(C)C)(C)C.[F:49][C:50]([F:55])([F:54])[C@@H:51]([NH2:53])[CH3:52].FC(F)(F)C(O)=O. Product: [C:1]([CH2:3][C:4]1([N:18]2[CH:22]=[C:21]([C:23]3[C:24]4[CH:31]=[CH:30][NH:29][C:25]=4[N:26]=[CH:27][N:28]=3)[CH:20]=[N:19]2)[CH2:7][N:6]([C:8]2[CH:16]=[CH:15][C:11]([C:12]([NH:53][C@@H:51]([CH3:52])[C:50]([F:55])([F:54])[F:49])=[O:13])=[C:10]([F:17])[CH:9]=2)[CH2:5]1)#[N:2]. The catalyst class is: 26. (2) Reactant: [CH:1]([CH:3]([C:6]#[C:7][C:8]1[CH:13]=[CH:12][CH:11]=[CH:10][CH:9]=1)[CH2:4]O)=[CH2:2].[C:14]1(=[O:24])[NH:18][C:17](=[O:19])[C:16]2=[CH:20][CH:21]=[CH:22][CH:23]=[C:15]12.C1(P(C2C=CC=CC=2)C2C=CC=CC=2)C=CC=CC=1.N(C(OCC)=O)=NC(OCC)=O. Product: [CH:1]([CH:3]([C:6]#[C:7][C:8]1[CH:13]=[CH:12][CH:11]=[CH:10][CH:9]=1)[CH2:4][N:18]1[C:14](=[O:24])[C:15]2[C:16](=[CH:20][CH:21]=[CH:22][CH:23]=2)[C:17]1=[O:19])=[CH2:2]. The catalyst class is: 11. (3) Reactant: [C:1]([C:5]1[CH:6]=[C:7]([CH:23]=[C:24]([C:26]([CH3:29])([CH3:28])[CH3:27])[CH:25]=1)[CH2:8][CH:9]1[CH2:14][CH:13]([C:15]([O:17]C)=[O:16])[CH2:12][CH2:11][N:10]1[C:19]([O:21][CH3:22])=[O:20])([CH3:4])([CH3:3])[CH3:2].[Br-].[Li+].C(N(CC)CC)C.CC(OC)(C)C. Product: [C:1]([C:5]1[CH:6]=[C:7]([CH:23]=[C:24]([C:26]([CH3:29])([CH3:28])[CH3:27])[CH:25]=1)[CH2:8][CH:9]1[CH2:14][CH:13]([C:15]([OH:17])=[O:16])[CH2:12][CH2:11][N:10]1[C:19]([O:21][CH3:22])=[O:20])([CH3:3])([CH3:4])[CH3:2]. The catalyst class is: 47.